This data is from Full USPTO retrosynthesis dataset with 1.9M reactions from patents (1976-2016). The task is: Predict the reactants needed to synthesize the given product. (1) The reactants are: [CH3:1][O:2][C:3](=[O:16])[CH2:4][NH:5][C:6]1[CH:11]=[C:10]([CH3:12])[C:9]([CH:13]=O)=[C:8]([CH3:15])[CH:7]=1.[NH2:17][C:18]1[CH:19]=[C:20]([CH:32]=[CH:33][C:34]=1[NH2:35])[C:21]([NH:23][C:24]1[CH:29]=[CH:28][C:27]([CH3:30])=[C:26]([CH3:31])[CH:25]=1)=[O:22].C(S([O-])(=O)=O)(F)(F)F.C(S([O-])(=O)=O)(F)(F)F.C(S([O-])(=O)=O)(F)(F)F.[Yb+3].O. Given the product [CH3:1][O:2][C:3](=[O:16])[CH2:4][NH:5][C:6]1[CH:11]=[C:10]([CH3:12])[C:9]([C:13]2[NH:35][C:34]3[CH:33]=[CH:32][C:20]([C:21](=[O:22])[NH:23][C:24]4[CH:29]=[CH:28][C:27]([CH3:30])=[C:26]([CH3:31])[CH:25]=4)=[CH:19][C:18]=3[N:17]=2)=[C:8]([CH3:15])[CH:7]=1, predict the reactants needed to synthesize it. (2) Given the product [Br:17][CH2:18][C:19]([N:5]([CH2:6][CH2:7][O:8][CH3:9])[CH2:4][CH2:3][O:2][CH3:1])=[O:20], predict the reactants needed to synthesize it. The reactants are: [CH3:1][O:2][CH2:3][CH2:4][NH:5][CH2:6][CH2:7][O:8][CH3:9].C(N(CC)CC)C.[Br:17][CH2:18][C:19](Br)=[O:20]. (3) Given the product [Br:1][C:2]1[C:3]([O:13][CH2:14][CH2:15][CH2:16][C:17]2[C:18]([CH:32]([CH3:34])[CH3:33])=[N:19][N:20]([C:22]3[CH:27]=[CH:26][C:25]([C:28]([F:31])([F:29])[F:30])=[CH:24][N:23]=3)[CH:21]=2)=[C:4]([CH2:8][C:9]([OH:11])=[O:10])[CH:5]=[CH:6][CH:7]=1, predict the reactants needed to synthesize it. The reactants are: [Br:1][C:2]1[C:3]([O:13][CH2:14][CH2:15][CH2:16][C:17]2[C:18]([CH:32]([CH3:34])[CH3:33])=[N:19][N:20]([C:22]3[CH:27]=[CH:26][C:25]([C:28]([F:31])([F:30])[F:29])=[CH:24][N:23]=3)[CH:21]=2)=[C:4]([CH2:8][C:9]([O:11]C)=[O:10])[CH:5]=[CH:6][CH:7]=1.[OH-].[Na+].O1CCCC1.Cl. (4) Given the product [CH3:3][O:4][C:5]1[C:15]([O:16][CH3:17])=[C:14]([O:18][CH3:19])[CH:13]=[CH:12][C:6]=1/[CH:7]=[CH:8]/[C:9]([Cl:23])=[O:10], predict the reactants needed to synthesize it. The reactants are: N#N.[CH3:3][O:4][C:5]1[C:15]([O:16][CH3:17])=[C:14]([O:18][CH3:19])[CH:13]=[CH:12][C:6]=1/[CH:7]=[CH:8]/[C:9](O)=[O:10].C(Cl)(=O)C([Cl:23])=O. (5) Given the product [CH3:1][O:2][C:3]([C:5]1[CH:14]=[CH:13][C:12]2[C:7](=[C:8]([C:31]3[C:32]4[C:27](=[CH:26][CH:25]=[CH:24][CH:23]=4)[CH:28]=[CH:29][CH:30]=3)[CH:9]=[CH:10][CH:11]=2)[N:6]=1)=[O:4], predict the reactants needed to synthesize it. The reactants are: [CH3:1][O:2][C:3]([C:5]1[CH:14]=[CH:13][C:12]2[C:7](=[C:8](OS(C(F)(F)F)(=O)=O)[CH:9]=[CH:10][CH:11]=2)[N:6]=1)=[O:4].[C:23]1(B(O)O)[C:32]2[C:27](=[CH:28][CH:29]=[CH:30][CH:31]=2)[CH:26]=[CH:25][CH:24]=1.[O-]P([O-])([O-])=O.[K+].[K+].[K+].C1(P(C2CCCCC2)C2C=CC=CC=2C2C(C(C)C)=CC(C(C)C)=CC=2C(C)C)CCCCC1. (6) The reactants are: Cl[C:2]1[C:7]([C:8]2[CH:13]=[CH:12][C:11]([Cl:14])=[CH:10][CH:9]=2)=[C:6]([Cl:15])[N:5]=[CH:4][N:3]=1.[K].[S:17]1[CH:21]=[CH:20][CH:19]=[C:18]1[CH2:22][CH2:23][S:24]([NH2:27])(=[O:26])=[O:25].CCN(C(C)C)C(C)C. Given the product [Cl:15][C:6]1[N:5]=[CH:4][N:3]=[C:2]([NH:27][S:24]([CH2:23][CH2:22][C:18]2[S:17][CH:21]=[CH:20][CH:19]=2)(=[O:26])=[O:25])[C:7]=1[C:8]1[CH:13]=[CH:12][C:11]([Cl:14])=[CH:10][CH:9]=1, predict the reactants needed to synthesize it. (7) Given the product [C:33]([O:32][C:30](=[O:31])[NH:29]/[C:26](/[NH:8][C:7]1[C:2]([CH3:1])=[N:3][CH:4]=[C:5]([CH:9]2[CH2:14][CH2:13][N:12]([CH3:15])[CH2:11][C:10]2([CH3:17])[CH3:16])[CH:6]=1)=[N:25]\[C:23](=[O:24])[O:22][C:18]([CH3:21])([CH3:20])[CH3:19])([CH3:36])([CH3:34])[CH3:35], predict the reactants needed to synthesize it. The reactants are: [CH3:1][C:2]1[C:7]([NH2:8])=[CH:6][C:5]([CH:9]2[CH2:14][CH2:13][N:12]([CH3:15])[CH2:11][C:10]2([CH3:17])[CH3:16])=[CH:4][N:3]=1.[C:18]([O:22][C:23]([NH:25][C:26](=[N:29][C:30]([O:32][C:33]([CH3:36])([CH3:35])[CH3:34])=[O:31])SC)=[O:24])([CH3:21])([CH3:20])[CH3:19].